Dataset: Drug-target binding data from BindingDB using IC50 measurements. Task: Regression. Given a target protein amino acid sequence and a drug SMILES string, predict the binding affinity score between them. We predict pIC50 (pIC50 = -log10(IC50 in M); higher means more potent). Dataset: bindingdb_ic50. The drug is OCC1NC(CO)[C@@H](O)C(O)C1O. The pIC50 is 4.4. The target protein (P04066) has sequence MRAPGMRSRPAGPALLLLLLFLGAAESVRRAQPPRRYTPDWPSLDSRPLPAWFDEAKFGVFIHWGVFSVPAWGSEWFWWHWQGEGRPQYQRFMRDNYPPGFSYADFGPQFTARFFHPEEWADLFQAAGAKYVVLTTKHHEGFTNWPSPVSWNWNSKDVGPHRDLVGELGTALRKRNIRYGLYHSLLEWFHPLYLLDKKNGFKTQHFVSAKTMPELYDLVNSYKPDLIWSDGEWECPDTYWNSTNFLSWLYNDSPVKDEVVVNDRWGQNCSCHHGGYYNCEDKFKPQSLPDHKWEMCTSIDKFSWGYRRDMALSDVTEESEIISELVQTVSLGGNYLLNIGPTKDGLIVPIFQERLLAVGKWLSINGEAIYASKPWRVQWEKNTTSVWYTSKGSAVYAIFLHWPENGVLNLESPITTSTTKITMLGIQGDLKWSTDPDKGLFISLPQLPPSAVPAEFAWTIKLTGVK.